Dataset: Full USPTO retrosynthesis dataset with 1.9M reactions from patents (1976-2016). Task: Predict the reactants needed to synthesize the given product. Given the product [NH2:2][C@H:3]([C:11]([N:13]1[CH2:27][CH2:26][CH2:25][C@H:14]1[C:15]([O:17][CH2:18][C:19]1[CH:20]=[CH:21][CH:22]=[CH:23][CH:24]=1)=[O:16])=[O:12])[CH2:4][CH2:5][CH2:6][NH:7][C:8](=[NH:9])[NH2:10].[ClH:1].[ClH:1], predict the reactants needed to synthesize it. The reactants are: [ClH:1].[NH:2](C(OC(C)(C)C)=O)[C@H:3]([C:11]([N:13]1[CH2:27][CH2:26][CH2:25][C@H:14]1[C:15]([O:17][CH2:18][C:19]1[CH:24]=[CH:23][CH:22]=[CH:21][CH:20]=1)=[O:16])=[O:12])[CH2:4][CH2:5][CH2:6][NH:7][C:8](=[NH:10])[NH2:9].Cl.